This data is from NCI-60 drug combinations with 297,098 pairs across 59 cell lines. The task is: Regression. Given two drug SMILES strings and cell line genomic features, predict the synergy score measuring deviation from expected non-interaction effect. (1) Drug 1: CCC1(CC2CC(C3=C(CCN(C2)C1)C4=CC=CC=C4N3)(C5=C(C=C6C(=C5)C78CCN9C7C(C=CC9)(C(C(C8N6C=O)(C(=O)OC)O)OC(=O)C)CC)OC)C(=O)OC)O.OS(=O)(=O)O. Synergy scores: CSS=-1.31, Synergy_ZIP=-0.160, Synergy_Bliss=-1.71, Synergy_Loewe=-2.63, Synergy_HSA=-2.19. Cell line: SF-268. Drug 2: CCCCCOC(=O)NC1=NC(=O)N(C=C1F)C2C(C(C(O2)C)O)O. (2) Drug 1: C1CCC(C1)C(CC#N)N2C=C(C=N2)C3=C4C=CNC4=NC=N3. Drug 2: CCC1=C2CN3C(=CC4=C(C3=O)COC(=O)C4(CC)O)C2=NC5=C1C=C(C=C5)O. Cell line: NCI-H522. Synergy scores: CSS=38.5, Synergy_ZIP=-1.15, Synergy_Bliss=-0.155, Synergy_Loewe=-20.4, Synergy_HSA=2.47. (3) Drug 1: C1CCN(CC1)CCOC2=CC=C(C=C2)C(=O)C3=C(SC4=C3C=CC(=C4)O)C5=CC=C(C=C5)O. Cell line: SF-295. Synergy scores: CSS=35.9, Synergy_ZIP=-1.35, Synergy_Bliss=-0.684, Synergy_Loewe=-23.5, Synergy_HSA=-0.215. Drug 2: CC1=C2C(C(=O)C3(C(CC4C(C3C(C(C2(C)C)(CC1OC(=O)C(C(C5=CC=CC=C5)NC(=O)OC(C)(C)C)O)O)OC(=O)C6=CC=CC=C6)(CO4)OC(=O)C)O)C)O. (4) Drug 1: CC1CCC2CC(C(=CC=CC=CC(CC(C(=O)C(C(C(=CC(C(=O)CC(OC(=O)C3CCCCN3C(=O)C(=O)C1(O2)O)C(C)CC4CCC(C(C4)OC)OCCO)C)C)O)OC)C)C)C)OC. Drug 2: COCCOC1=C(C=C2C(=C1)C(=NC=N2)NC3=CC=CC(=C3)C#C)OCCOC.Cl. Cell line: HCT-15. Synergy scores: CSS=2.62, Synergy_ZIP=6.82, Synergy_Bliss=10.2, Synergy_Loewe=-1.29, Synergy_HSA=0.101. (5) Drug 1: CNC(=O)C1=CC=CC=C1SC2=CC3=C(C=C2)C(=NN3)C=CC4=CC=CC=N4. Drug 2: C1CC(=O)NC(=O)C1N2C(=O)C3=CC=CC=C3C2=O. Cell line: SF-295. Synergy scores: CSS=10.4, Synergy_ZIP=-2.59, Synergy_Bliss=-0.533, Synergy_Loewe=-4.93, Synergy_HSA=-0.468.